From a dataset of Full USPTO retrosynthesis dataset with 1.9M reactions from patents (1976-2016). Predict the reactants needed to synthesize the given product. (1) Given the product [F:12][C:13]1[CH:18]=[CH:17][C:16]([CH2:19][C:20]([C:9]2[CH:10]=[CH:11][C:2]3[O:1][CH2:6][C:5](=[O:7])[NH:4][C:3]=3[CH:8]=2)=[O:21])=[CH:15][CH:14]=1, predict the reactants needed to synthesize it. The reactants are: [O:1]1[CH2:6][C:5](=[O:7])[NH:4][C:3]2[CH:8]=[CH:9][CH:10]=[CH:11][C:2]1=2.[F:12][C:13]1[CH:18]=[CH:17][C:16]([CH2:19][C:20](Cl)=[O:21])=[CH:15][CH:14]=1. (2) Given the product [F:7][C:8]1[CH:13]=[C:12]([CH3:14])[C:11]([C:15]2[C:26]([CH3:27])=[N:25][C:18]3[N:19]=[C:20]([S:23][CH3:24])[N:21]=[CH:22][C:17]=3[CH:16]=2)=[CH:10][C:9]=1[NH:28][C:29]([NH:41][CH2:40][CH2:39][C:38]([CH3:43])([CH3:42])[C:37]([F:45])([F:44])[F:36])=[O:30], predict the reactants needed to synthesize it. The reactants are: CN1CCCC1.[F:7][C:8]1[CH:13]=[C:12]([CH3:14])[C:11]([C:15]2[C:26]([CH3:27])=[N:25][C:18]3[N:19]=[C:20]([S:23][CH3:24])[N:21]=[CH:22][C:17]=3[CH:16]=2)=[CH:10][C:9]=1[NH:28][C:29](=O)[O:30]C(C)=C.Cl.[F:36][C:37]([F:45])([F:44])[C:38]([CH3:43])([CH3:42])[CH2:39][CH2:40][NH2:41].